This data is from TCR-epitope binding with 47,182 pairs between 192 epitopes and 23,139 TCRs. The task is: Binary Classification. Given a T-cell receptor sequence (or CDR3 region) and an epitope sequence, predict whether binding occurs between them. (1) The epitope is YLQPRTFLL. The TCR CDR3 sequence is CAAQATNTGELFF. Result: 1 (the TCR binds to the epitope). (2) The epitope is KLWAQCVQL. The TCR CDR3 sequence is CASSQDEGQINYNEQFF. Result: 1 (the TCR binds to the epitope). (3) The epitope is FVDGVPFVV. The TCR CDR3 sequence is CASSPAGAELYNEQFF. Result: 0 (the TCR does not bind to the epitope).